From a dataset of Full USPTO retrosynthesis dataset with 1.9M reactions from patents (1976-2016). Predict the reactants needed to synthesize the given product. (1) Given the product [O:37]=[S:32]1(=[O:38])[CH2:33][CH2:34][CH2:35][CH2:36][N:31]1[C:26]1[CH:25]=[CH:30][CH:29]=[CH:28][C:27]=1[C:6]1[CH:5]=[CH:4][C:3]([C:17]2[N:18]=[CH:19][C:20]([NH2:23])=[N:21][CH:22]=2)=[C:2]([F:1])[CH:7]=1, predict the reactants needed to synthesize it. The reactants are: [F:1][C:2]1[CH:7]=[C:6](B2OC(C)(C)C(C)(C)O2)[CH:5]=[CH:4][C:3]=1[C:17]1[N:18]=[CH:19][C:20]([NH2:23])=[N:21][CH:22]=1.Br[C:25]1[CH:30]=[CH:29][CH:28]=[CH:27][C:26]=1[N:31]1[CH2:36][CH2:35][CH2:34][CH2:33][S:32]1(=[O:38])=[O:37]. (2) Given the product [I:1][C:2]1[CH:3]=[N:4][N:5]([CH2:8][CH:9]2[O:14][C:13](=[O:15])[NH:12][CH2:11][CH2:10]2)[CH:6]=1, predict the reactants needed to synthesize it. The reactants are: [I:1][C:2]1[CH:3]=[N:4][NH:5][CH:6]=1.Br[CH2:8][CH:9]1[O:14][C:13](=[O:15])[NH:12][CH2:11][CH2:10]1.C(=O)([O-])[O-].[Cs+].[Cs+].[I-].[K+]. (3) Given the product [Cl:3][C:4]1[CH:5]=[C:6]([C:11]2([CH3:23])[C:16]([C:17]([OH:19])=[O:18])=[C:15]([CH3:21])[CH2:14][CH:13]([CH3:22])[CH2:12]2)[CH:7]=[CH:8][C:9]=1[Cl:10], predict the reactants needed to synthesize it. The reactants are: [OH-].[K+].[Cl:3][C:4]1[CH:5]=[C:6]([C:11]2([CH3:23])[C:16]([C:17]([O:19]C)=[O:18])=[C:15]([CH3:21])[CH2:14][CH:13]([CH3:22])[CH2:12]2)[CH:7]=[CH:8][C:9]=1[Cl:10]. (4) Given the product [OH:34][C@:30]([C:27]1[CH:26]=[C:25]([CH3:24])[O:29][N:28]=1)([CH3:31])[C:32]#[C:33][C:2]1[CH:3]=[CH:4][C:5]2[O:11][CH2:10][CH2:9][N:8]3[C:12]([C:18]([NH:20][CH3:21])=[O:19])=[C:13]([C:15]([NH2:17])=[O:16])[N:14]=[C:7]3[C:6]=2[CH:22]=1, predict the reactants needed to synthesize it. The reactants are: Br[C:2]1[C:3](F)=[CH:4][C:5]2[O:11][CH2:10][CH2:9][N:8]3[C:12]([C:18]([NH:20][CH3:21])=[O:19])=[C:13]([C:15]([NH2:17])=[O:16])[N:14]=[C:7]3[C:6]=2[CH:22]=1.[CH3:24][C:25]1[O:29][N:28]=[C:27]([C@:30]([OH:34])([C:32]#[CH:33])[CH3:31])[CH:26]=1. (5) Given the product [CH:1]([O:4][C:5](=[O:23])[N:6]([CH2:10][CH2:11][NH:12][C:13]1[CH:14]=[CH:15][C:16]2[N:17]([C:19]([CH:24]3[CH2:26][CH2:25]3)=[CH:20][N:21]=2)[N:18]=1)[CH:7]([CH3:9])[CH3:8])([CH3:3])[CH3:2], predict the reactants needed to synthesize it. The reactants are: [CH:1]([O:4][C:5](=[O:23])[N:6]([CH2:10][CH2:11][NH:12][C:13]1[CH:14]=[CH:15][C:16]2[N:17]([C:19](Br)=[CH:20][N:21]=2)[N:18]=1)[CH:7]([CH3:9])[CH3:8])([CH3:3])[CH3:2].[CH:24]1([B-](F)(F)F)[CH2:26][CH2:25]1.[K+].C(=O)([O-])[O-].[Cs+].[Cs+].ClCCl.N#N. (6) Given the product [CH:17]1[C:16]2[CH:15]([CH2:14][O:13][C:11]([NH:10][CH2:9][C@@H:8]([C:28]([O:30][CH3:31])=[O:29])[NH2:7])=[O:12])[C:27]3[C:22](=[CH:23][CH:24]=[CH:25][CH:26]=3)[C:21]=2[CH:20]=[CH:19][CH:18]=1, predict the reactants needed to synthesize it. The reactants are: CC(C)(OC([NH:7][C@H:8]([C:28]([O:30][CH3:31])=[O:29])[CH2:9][NH:10][C:11]([O:13][CH2:14][CH:15]1[C:27]2[CH:26]=[CH:25][CH:24]=[CH:23][C:22]=2[C:21]2[C:16]1=[CH:17][CH:18]=[CH:19][CH:20]=2)=[O:12])=O)C. (7) Given the product [N+:21]([C:5]1[CH:6]=[CH:7][C:2]([CH2:1][CH:8]2[CH2:12][CH2:11][CH2:10][N:9]2[CH2:13][CH2:14][CH3:15])=[CH:3][CH:4]=1)([O-:23])=[O:22], predict the reactants needed to synthesize it. The reactants are: [CH2:1]([CH:8]1[CH2:12][CH2:11][CH2:10][N:9]1[CH2:13][CH2:14][CH3:15])[C:2]1[CH:7]=[CH:6][CH:5]=[CH:4][CH:3]=1.OS(O)(=O)=O.[N+:21]([O-])([OH:23])=[O:22].O.